This data is from hERG Central: cardiac toxicity at 1µM, 10µM, and general inhibition. The task is: Predict hERG channel inhibition at various concentrations. (1) The compound is CCN1CCN(c2oc(COc3ccc(-c4ccccc4)cc3)nc2C#N)CC1. Results: hERG_inhib (hERG inhibition (general)): blocker. (2) The drug is O=c1c(C=NCCCO)c(-c2ccccc2)[nH]n1-c1nc2ccccc2s1. Results: hERG_inhib (hERG inhibition (general)): blocker. (3) The drug is Cc1ccc(OCC(=O)Nc2ccc3c(c2)nc(CCN2CCN(C)CC2)n3C)cc1. Results: hERG_inhib (hERG inhibition (general)): blocker. (4) The drug is COc1ccc(N2CCN(C(=O)CCC(=O)N3CCOc4ccc(Cl)cc43)CC2)cc1. Results: hERG_inhib (hERG inhibition (general)): blocker. (5) The compound is Cc1ccc(CN2C3CCCC2CC(NC(=S)NCc2ccccc2)C3)cc1. Results: hERG_inhib (hERG inhibition (general)): blocker. (6) The molecule is O=C(CSc1nnc(C2CC2)n1CC1CCCO1)Nc1ccc(Cl)cc1. Results: hERG_inhib (hERG inhibition (general)): blocker. (7) The molecule is Cc1cccc(-n2c(O)c(C=NC3CCS(=O)(=O)C3)c3ccccc3c2=O)c1C. Results: hERG_inhib (hERG inhibition (general)): blocker.